From a dataset of Full USPTO retrosynthesis dataset with 1.9M reactions from patents (1976-2016). Predict the reactants needed to synthesize the given product. (1) Given the product [C:17]([O:21][C:22](=[O:23])[NH:24][C@H:25]([C:26](=[O:27])[NH:8][C:5]1[CH:6]=[CH:7][C:2]([F:1])=[CH:3][C:4]=1[NH:9][C:10]1[CH:15]=[CH:14][C:13]([F:16])=[CH:12][N:11]=1)[CH3:29])([CH3:18])([CH3:19])[CH3:20], predict the reactants needed to synthesize it. The reactants are: [F:1][C:2]1[CH:3]=[C:4]([NH:9][C:10]2[CH:15]=[CH:14][C:13]([F:16])=[CH:12][N:11]=2)[C:5]([NH2:8])=[CH:6][CH:7]=1.[C:17]([O:21][C:22]([NH:24][C@@H:25]([CH3:29])[C:26](O)=[O:27])=[O:23])([CH3:20])([CH3:19])[CH3:18].C1C=NC2N(O)N=NC=2C=1.Cl.CN(C)CCCN=C=NCC. (2) Given the product [C:19]1([S:29]([C:8]2[CH:16]=[CH:15][CH:14]=[C:13]3[C:9]=2[CH2:10][CH2:11][C:12]3=[O:17])(=[O:32])=[O:30])[CH:20]=[CH:21][CH:26]=[CH:27][CH:28]=1, predict the reactants needed to synthesize it. The reactants are: C1(S[C:8]2[CH:16]=[CH:15][CH:14]=[C:13]3[C:9]=2[CH2:10][CH2:11][C:12]3=[O:17])C=CC=CC=1.Cl[C:19]1[CH:20]=[C:21]([CH:26]=[CH:27][CH:28]=1)C(OO)=O.[S:29]([O-:32])([O-])=[O:30].[Na+].[Na+]. (3) The reactants are: [Br:1][C:2]1[CH:3]=[C:4](/[C:10](/[O-:18])=[CH:11]/P(OC)(OC)=O)[C:5]([O:8][CH3:9])=[N:6][CH:7]=1.[Li+].O=[C:21]1[CH2:24][CH:23]([C:25]#[N:26])[CH2:22]1. Given the product [Br:1][C:2]1[CH:3]=[C:4]([C:10](=[O:18])[CH:11]=[C:21]2[CH2:24][CH:23]([C:25]#[N:26])[CH2:22]2)[C:5]([O:8][CH3:9])=[N:6][CH:7]=1, predict the reactants needed to synthesize it. (4) Given the product [CH2:1]([NH:8][CH:9]1[CH2:13][CH2:12][CH:11]([C:14]2[C:22]3[C:17](=[CH:18][CH:19]=[C:20]([F:23])[CH:21]=3)[N:16]([CH3:25])[CH:15]=2)[CH2:10]1)[C:2]1[CH:7]=[CH:6][CH:5]=[CH:4][CH:3]=1, predict the reactants needed to synthesize it. The reactants are: [CH2:1]([NH:8][CH:9]1[CH2:13][CH2:12][CH:11]([C:14]2[C:22]3[C:17](=[CH:18][CH:19]=[C:20]([F:23])[CH:21]=3)[NH:16][CH:15]=2)[CH2:10]1)[C:2]1[CH:7]=[CH:6][CH:5]=[CH:4][CH:3]=1.F[C:25]1C=C2C(=CC=1)N(C)C=C2C1CCC(=O)C1.C(N)C1C=CC=CC=1. (5) Given the product [NH2:29][C:30]1[C:31]([C:47]2[O:52][C:51]([C:53]3[CH:54]=[C:55]4[C:60](=[CH:61][CH:62]=3)[CH2:59][N:58]([C:63]([O:65][C:66]([CH3:69])([CH3:68])[CH3:67])=[O:64])[CH2:57][CH2:56]4)=[N:50][N:49]=2)=[N:32][C:33]([C:36]2[CH:41]=[CH:40][N:39]=[C:38]([C:42]([C:45]#[N:46])([CH3:43])[CH3:44])[CH:37]=2)=[CH:34][N:35]=1, predict the reactants needed to synthesize it. The reactants are: C1C=CC(P(C2C=CC=CC=2)C2C=CC=CC=2)=CC=1.II.C(N(CC)CC)C.[NH2:29][C:30]1[C:31]([C:47]([NH:49][NH:50][C:51]([C:53]2[CH:54]=[C:55]3[C:60](=[CH:61][CH:62]=2)[CH2:59][N:58]([C:63]([O:65][C:66]([CH3:69])([CH3:68])[CH3:67])=[O:64])[CH2:57][CH2:56]3)=[O:52])=O)=[N:32][C:33]([C:36]2[CH:41]=[CH:40][N:39]=[C:38]([C:42]([C:45]#[N:46])([CH3:44])[CH3:43])[CH:37]=2)=[CH:34][N:35]=1. (6) Given the product [Cl:18][C:19]1[CH:26]=[CH:25][C:22]([CH2:23][NH:24][C:9]([C:7]2[C:6](=[O:14])[C:5]3[CH:15]=[CH:16][S:17][C:4]=3[N:3]([CH2:1][CH3:2])[CH:8]=2)=[O:11])=[CH:21][CH:20]=1, predict the reactants needed to synthesize it. The reactants are: [CH2:1]([N:3]1[CH:8]=[C:7]([C:9]([O:11]CC)=O)[C:6](=[O:14])[C:5]2[CH:15]=[CH:16][S:17][C:4]1=2)[CH3:2].[Cl:18][C:19]1[CH:26]=[CH:25][C:22]([CH2:23][NH2:24])=[CH:21][CH:20]=1. (7) Given the product [NH2:18][C:7]1[CH:6]=[C:5]([S:2]([NH2:1])(=[O:3])=[O:4])[CH:17]=[CH:16][C:8]=1[C:9]([O:11][C:12]([CH3:15])([CH3:13])[CH3:14])=[O:10], predict the reactants needed to synthesize it. The reactants are: [NH2:1][S:2]([C:5]1[CH:17]=[CH:16][C:8]([C:9]([O:11][C:12]([CH3:15])([CH3:14])[CH3:13])=[O:10])=[C:7]([NH:18]C(OCC2C=CC=CC=2)=O)[CH:6]=1)(=[O:4])=[O:3]. (8) Given the product [Cl:20][C:17]([F:19])([F:18])[O:16][C:13]1[CH:14]=[CH:15][C:10]([NH:9][C:7](=[O:8])[C:6]2[CH:21]=[C:2]([C:31]3[CH:30]=[C:29]([F:28])[CH:34]=[CH:33][C:32]=3[CH3:38])[C:3]([N:22]3[CH2:26][CH2:25][C@@H:24]([OH:27])[CH2:23]3)=[N:4][CH:5]=2)=[CH:11][CH:12]=1, predict the reactants needed to synthesize it. The reactants are: Br[C:2]1[C:3]([N:22]2[CH2:26][CH2:25][C@@H:24]([OH:27])[CH2:23]2)=[N:4][CH:5]=[C:6]([CH:21]=1)[C:7]([NH:9][C:10]1[CH:15]=[CH:14][C:13]([O:16][C:17]([Cl:20])([F:19])[F:18])=[CH:12][CH:11]=1)=[O:8].[F:28][C:29]1[CH:30]=[CH:31][C:32]([CH3:38])=[C:33](B(O)O)[CH:34]=1. (9) Given the product [NH2:20][C:18]1[N:19]=[C:14]([C:5]2[CH:6]=[CH:7][C:2]([OH:1])=[C:3]([O:11][CH3:12])[CH:4]=2)[CH:15]=[C:16]([NH:21][CH3:22])[N:17]=1, predict the reactants needed to synthesize it. The reactants are: [OH:1][C:2]1[CH:7]=[CH:6][C:5](B(O)O)=[CH:4][C:3]=1[O:11][CH3:12].I[C:14]1[N:19]=[C:18]([NH2:20])[N:17]=[C:16]([NH:21][CH3:22])[CH:15]=1.